Predict the reactants needed to synthesize the given product. From a dataset of Full USPTO retrosynthesis dataset with 1.9M reactions from patents (1976-2016). (1) Given the product [C:28]([O:27][C:25]([NH:24][CH:21]1[CH2:20][CH2:19][N:18]([CH2:17][CH:14]2[CH2:13][CH2:12][NH:11][CH2:16][CH2:15]2)[CH2:23][CH2:22]1)=[O:26])([CH3:31])([CH3:29])[CH3:30], predict the reactants needed to synthesize it. The reactants are: C(OC([N:11]1[CH2:16][CH2:15][CH:14]([CH2:17][N:18]2[CH2:23][CH2:22][CH:21]([NH:24][C:25]([O:27][C:28]([CH3:31])([CH3:30])[CH3:29])=[O:26])[CH2:20][CH2:19]2)[CH2:13][CH2:12]1)=O)C1C=CC=CC=1. (2) Given the product [CH2:1]([O:8][C:9]1[CH:23]=[C:22]([O:24][CH2:25][C:26]2[CH:31]=[CH:30][CH:29]=[CH:28][CH:27]=2)[C:21]([CH:32]([CH3:34])[CH3:33])=[CH:20][C:10]=1[C:11]([NH:13][N:14]1[CH2:19][CH2:18][CH2:17][CH2:16][CH2:15]1)=[S:44])[C:2]1[CH:7]=[CH:6][CH:5]=[CH:4][CH:3]=1, predict the reactants needed to synthesize it. The reactants are: [CH2:1]([O:8][C:9]1[CH:23]=[C:22]([O:24][CH2:25][C:26]2[CH:31]=[CH:30][CH:29]=[CH:28][CH:27]=2)[C:21]([CH:32]([CH3:34])[CH3:33])=[CH:20][C:10]=1[C:11]([NH:13][N:14]1[CH2:19][CH2:18][CH2:17][CH2:16][CH2:15]1)=O)[C:2]1[CH:7]=[CH:6][CH:5]=[CH:4][CH:3]=1.COC1C=CC(P2(SP(C3C=CC(OC)=CC=3)(=S)S2)=[S:44])=CC=1.